This data is from Reaction yield outcomes from USPTO patents with 853,638 reactions. The task is: Predict the reaction yield, written as a fraction of the theoretical maximum amount of product (1.0 means a 100% yield; for example, 0.34 means a 34% yield). (1) The reactants are Br[C:2]1[C:3]([F:18])=[C:4]([N:11]2[C:15](=[O:16])[N:14]([CH3:17])[N:13]=[N:12]2)[CH:5]=[C:6]([N+:8]([O-:10])=[O:9])[CH:7]=1.C1(P([CH:32]2[CH2:37][CH2:36]CCC2)C2CCCCC2)CCCCC1.C(=O)([O-])[O-].[Cs+].[Cs+].B1(C2CC2)OC(=O)CN(C)CC(=O)O1.C([O-])([O-])=O.[K+].[K+]. The catalyst is C([O-])(=O)C.[Pd+2].C([O-])(=O)C.C(OCC)(=O)C.C1(C)C=CC=CC=1.O. The product is [CH:36]1([C:2]2[C:3]([F:18])=[C:4]([N:11]3[C:15](=[O:16])[N:14]([CH3:17])[N:13]=[N:12]3)[CH:5]=[C:6]([N+:8]([O-:10])=[O:9])[CH:7]=2)[CH2:37][CH2:32]1. The yield is 0.760. (2) The reactants are C([O:3][P:4]([CH:9]=[CH:10][CH:11]1[CH:15]([OH:16])[CH:14]([OH:17])[CH:13]([N:18]2[CH:26]=[N:25][C:24]3[C:23](=[O:27])[NH:22][C:21]([NH:28][C:29](=[O:33])[CH:30]([CH3:32])[CH3:31])=[N:20][C:19]2=3)[O:12]1)(=[O:8])[O:5]CC)C.C(NC1NC(=O)C2N=CN(C3OC(C=CP(O)(O)=O)C(OC(=O)C4C=CC=CC=4)C3OC)C=2N=1)(=O)C(C)C. No catalyst specified. The product is [OH:16][CH:15]1[CH:14]([OH:17])[CH:13]([N:18]2[CH:26]=[N:25][C:24]3[C:23](=[O:27])[NH:22][C:21]([NH:28][C:29](=[O:33])[CH:30]([CH3:32])[CH3:31])=[N:20][C:19]2=3)[O:12][CH:11]1[CH:10]=[CH:9][P:4](=[O:3])([OH:5])[OH:8]. The yield is 0.670. (3) The reactants are Br[C:2]1[Se:3][CH:4]=[CH:5][CH:6]=1.[Mg]. The catalyst is Cl[Ni]1(Cl)[P](C2C=CC=CC=2)(C2C=CC=CC=2)CCC[P]1(C1C=CC=CC=1)C1C=CC=CC=1.C1COCC1. The product is [Se:3]1[CH:4]=[CH:5][CH:6]=[C:2]1[C:2]1[Se:3][CH:4]=[CH:5][C:6]=1[C:2]1[Se:3][CH:4]=[CH:5][CH:6]=1. The yield is 0.300.